Dataset: Reaction yield outcomes from USPTO patents with 853,638 reactions. Task: Predict the reaction yield, written as a fraction of the theoretical maximum amount of product (1.0 means a 100% yield; for example, 0.34 means a 34% yield). (1) The reactants are [O:1]1[C:5]2[CH:6]=[CH:7][C:8]([C:10]3([C:13]([NH:15][C:16]4[CH:21]=[C:20]([C:22]5[CH:27]=[CH:26][C:25]([C:28](=[O:32])[N:29]([CH3:31])[CH3:30])=[CH:24][CH:23]=5)[C:19]([C:33](O)=[O:34])=[CH:18][CH:17]=4)=[O:14])[CH2:12][CH2:11]3)=[CH:9][C:4]=2[O:3][CH2:2]1.CN.O1CCCC1.C[CH2:44][N:45](CC)CC.F[P-](F)(F)(F)(F)F.N1(OC(N(C)C)=[N+](C)C)C2N=CC=CC=2N=N1. The catalyst is CN(C=O)C. The product is [O:1]1[C:5]2[CH:6]=[CH:7][C:8]([C:10]3([C:13]([NH:15][C:16]4[CH:21]=[C:20]([C:22]5[CH:27]=[CH:26][C:25]([C:28]([N:29]([CH3:30])[CH3:31])=[O:32])=[CH:24][CH:23]=5)[C:19]([C:33]([NH:45][CH3:44])=[O:34])=[CH:18][CH:17]=4)=[O:14])[CH2:11][CH2:12]3)=[CH:9][C:4]=2[O:3][CH2:2]1. The yield is 0.100. (2) The yield is 0.0800. The product is [C:29]1([C:42]2[CH:47]=[CH:46][CH:45]=[CH:44][CH:43]=2)[CH:34]=[CH:33][CH:32]=[CH:31][C:30]=1[CH2:35][N:36]1[CH2:37][CH2:38][N:39]([C:2]2[S:3][CH:4]=[C:5]([CH2:7][N:8]3[C:12]4[CH:13]=[CH:14][CH:15]=[CH:16][C:11]=4[N:10]([CH2:17][CH2:18][CH2:19][O:20][C:21]4[CH:26]=[CH:25][C:24]([F:27])=[CH:23][CH:22]=4)[C:9]3=[NH:28])[N:6]=2)[CH2:40][CH2:41]1. The catalyst is CN1CCCC1=O.[Cu]I. The reactants are Cl[C:2]1[S:3][CH:4]=[C:5]([CH2:7][N:8]2[C:12]3[CH:13]=[CH:14][CH:15]=[CH:16][C:11]=3[N:10]([CH2:17][CH2:18][CH2:19][O:20][C:21]3[CH:26]=[CH:25][C:24]([F:27])=[CH:23][CH:22]=3)[C:9]2=[NH:28])[N:6]=1.[C:29]1([C:42]2[CH:47]=[CH:46][CH:45]=[CH:44][CH:43]=2)[CH:34]=[CH:33][CH:32]=[CH:31][C:30]=1[CH2:35][N:36]1[CH2:41][CH2:40][NH:39][CH2:38][CH2:37]1.C([O-])([O-])=O.[K+].[K+]. (3) The reactants are [CH2:1]([C@@H:3]1[CH2:11][C:6]2(OCC[O:7]2)[CH2:5][C@@H:4]1[C:12]1[N:16]2[C:17]3[CH:23]=[CH:22][N:21]([S:24]([C:27]4[CH:33]=[CH:32][C:30]([CH3:31])=[CH:29][CH:28]=4)(=[O:26])=[O:25])[C:18]=3[N:19]=[CH:20][C:15]2=[N:14][N:13]=1)[CH3:2].Cl. The catalyst is C1COCC1. The product is [CH2:1]([CH:3]1[CH:4]([C:12]2[N:16]3[C:17]4[CH:23]=[CH:22][N:21]([S:24]([C:27]5[CH:28]=[CH:29][C:30]([CH3:31])=[CH:32][CH:33]=5)(=[O:26])=[O:25])[C:18]=4[N:19]=[CH:20][C:15]3=[N:14][N:13]=2)[CH2:5][C:6](=[O:7])[CH2:11]1)[CH3:2]. The yield is 0.930. (4) The catalyst is C(#N)C. The yield is 0.707. The reactants are C(=O)([O-])[O-].[K+].[K+].[CH3:7][C@:8]1([CH2:30][NH2:31])[CH2:29][CH2:28][CH2:27][C:10]2([O:14][C@H:13]([C:15]3[CH:20]=[CH:19][CH:18]=[CH:17][CH:16]=3)[C@@H:12]([C:21]3[CH:26]=[CH:25][CH:24]=[CH:23][CH:22]=3)[O:11]2)[CH2:9]1.F[C:33]1[CH:34]=[C:35]([CH:38]=[CH:39][C:40]=1[N+:41]([O-:43])=[O:42])[C:36]#[N:37]. The product is [CH3:7][C@:8]1([CH2:30][NH:31][C:39]2[CH:38]=[C:35]([CH:34]=[CH:33][C:40]=2[N+:41]([O-:43])=[O:42])[C:36]#[N:37])[CH2:29][CH2:28][CH2:27][C:10]2([O:11][C@H:12]([C:21]3[CH:26]=[CH:25][CH:24]=[CH:23][CH:22]=3)[C@@H:13]([C:15]3[CH:20]=[CH:19][CH:18]=[CH:17][CH:16]=3)[O:14]2)[CH2:9]1. (5) The reactants are [F:1][C:2]1[CH:20]=[CH:19][C:5]([O:6][CH2:7][C:8]2[CH:13]=[CH:12][C:11]([CH2:14][CH2:15][N+:16]([O-:18])=O)=[CH:10][N:9]=2)=[CH:4][CH:3]=1.C[O-].[Li+].[C:24]([C:26]1[C:27]([NH2:32])=[N:28][CH:29]=[CH:30][CH:31]=1)#[CH:25].C(N(CC)CC)C. The yield is 0.254. The product is [F:1][C:2]1[CH:3]=[CH:4][C:5]([O:6][CH2:7][C:8]2[N:9]=[CH:10][C:11]([CH2:14][C:15]3[CH:25]=[C:24]([C:26]4[C:27]([NH2:32])=[N:28][CH:29]=[CH:30][CH:31]=4)[O:18][N:16]=3)=[CH:12][CH:13]=2)=[CH:19][CH:20]=1. The catalyst is [Ti](Cl)(Cl)(Cl)Cl.O.O1CCCC1.C(OCC)(=O)C.CO. (6) The reactants are [Br:1][C:2]1[CH:35]=[C:34]([F:36])[CH:33]=[CH:32][C:3]=1[O:4][C:5]1[C:6]([NH:20][C:21]2[S:22][CH:23]=[C:24]([CH:26]3[CH2:31][CH2:30][NH:29][CH2:28][CH2:27]3)[N:25]=2)=[N:7][CH:8]=[C:9]([S:11][C:12]2[CH:17]=[CH:16][CH:15]=[C:14]([O:18][CH3:19])[CH:13]=2)[CH:10]=1.C(N(CC)CC)C.[CH3:44][C:45](OC(C)=O)=[O:46].[ClH:51]. The catalyst is C(Cl)Cl. The product is [ClH:51].[Br:1][C:2]1[CH:35]=[C:34]([F:36])[CH:33]=[CH:32][C:3]=1[O:4][C:5]1[C:6]([NH:20][C:21]2[S:22][CH:23]=[C:24]([CH:26]3[CH2:31][CH2:30][N:29]([C:45](=[O:46])[CH3:44])[CH2:28][CH2:27]3)[N:25]=2)=[N:7][CH:8]=[C:9]([S:11][C:12]2[CH:17]=[CH:16][CH:15]=[C:14]([O:18][CH3:19])[CH:13]=2)[CH:10]=1. The yield is 0.842. (7) The reactants are [F:1][C:2]([F:30])([F:29])[C:3]1[CH:4]=[C:5]([CH:9]=[CH:10][C:11]=1[C:12]([NH:14][C@H:15]([C:19]1[NH:23][C:22]2[CH:24]=[CH:25][C:26]([Cl:28])=[CH:27][C:21]=2[N:20]=1)[CH2:16][CH2:17][CH3:18])=[O:13])[C:6](O)=[O:7].CN(C(O[N:39]1N=NC2C=[CH:43][CH:44]=[CH:45][C:40]1=2)=[N+](C)C)C.[B-](F)(F)(F)F.C(N(C(C)C)CC)(C)C.N1CC=CC1.ClCl. The catalyst is O1CCCC1.ClCCl.C(O)C. The product is [Cl:28][C:26]1[CH:25]=[CH:24][C:22]2[NH:23][C:19]([C@@H:15]([NH:14][C:12](=[O:13])[C:11]3[CH:10]=[CH:9][C:5]([C:6]([N:39]4[CH2:40][CH:45]=[CH:44][CH2:43]4)=[O:7])=[CH:4][C:3]=3[C:2]([F:1])([F:29])[F:30])[CH2:16][CH2:17][CH3:18])=[N:20][C:21]=2[CH:27]=1. The yield is 0.640. (8) The reactants are [CH2:1]([O:8][C:9]([N:11]1[CH2:16][CH2:15][CH:14]([C:17]([OH:19])=O)[CH2:13][CH2:12]1)=[O:10])[C:2]1[CH:7]=[CH:6][CH:5]=[CH:4][CH:3]=1.Cl.[CH3:21][NH:22][O:23][CH3:24].Cl.C(N=C=NCCCN(C)C)C.C(N(CC)C(C)C)(C)C. The catalyst is CN(C)C1C=CN=CC=1.C(Cl)Cl. The product is [CH3:24][O:23][N:22]([CH3:21])[C:17]([CH:14]1[CH2:13][CH2:12][N:11]([C:9]([O:8][CH2:1][C:2]2[CH:3]=[CH:4][CH:5]=[CH:6][CH:7]=2)=[O:10])[CH2:16][CH2:15]1)=[O:19]. The yield is 0.670. (9) The reactants are [CH3:1][C:2]1[CH:3]=[C:4]2[C:8](=[CH:9][CH:10]=1)[NH:7][C:6](=[O:11])[C:5]2=O.O.NN.Cl. The catalyst is C(OCC)(=O)C.CCCCCC. The product is [CH3:1][C:2]1[CH:3]=[C:4]2[C:8](=[CH:9][CH:10]=1)[NH:7][C:6](=[O:11])[CH2:5]2. The yield is 0.470. (10) The reactants are [CH3:1][O:2][C:3]1[CH:8]=[CH:7][CH:6]=[CH:5][C:4]=1[N:9]1[CH2:14][CH2:13][N:12]([CH2:15][CH2:16][CH:17]([C:24]([CH:26]2[CH2:31][CH2:30][CH2:29][CH2:28][CH2:27]2)=[O:25])[C:18]2[CH:23]=[CH:22][CH:21]=[CH:20][CH:19]=2)[CH2:11][CH2:10]1.CC(C[Al]CC(C)C)C. The catalyst is C(Cl)Cl. The product is [CH3:1][O:2][C:3]1[CH:8]=[CH:7][CH:6]=[CH:5][C:4]=1[N:9]1[CH2:10][CH2:11][N:12]([CH2:15][CH2:16][CH:17]([C:18]2[CH:23]=[CH:22][CH:21]=[CH:20][CH:19]=2)[CH:24]([CH:26]2[CH2:31][CH2:30][CH2:29][CH2:28][CH2:27]2)[OH:25])[CH2:13][CH2:14]1. The yield is 0.780.